This data is from Full USPTO retrosynthesis dataset with 1.9M reactions from patents (1976-2016). The task is: Predict the reactants needed to synthesize the given product. (1) Given the product [NH2:21][C:16]1[CH:17]=[CH:18][C:19]([O:10][C:6]2[CH:5]=[C:4]([CH:9]=[CH:8][CH:7]=2)[N:3]([CH2:1][CH3:2])[CH2:11][CH3:12])=[C:14]([Cl:13])[CH:15]=1, predict the reactants needed to synthesize it. The reactants are: [CH2:1]([N:3]([CH2:11][CH3:12])[C:4]1[CH:5]=[C:6]([OH:10])[CH:7]=[CH:8][CH:9]=1)[CH3:2].[Cl:13][C:14]1[CH:15]=[C:16]([N+:21]([O-])=O)[CH:17]=[CH:18][C:19]=1F.C(=O)([O-])[O-].[K+].[K+].C(NC(=O)C1C=C(C(F)(F)F)C=C(OC2C=CC(NC3C4N(CCOCCO)C=CC=4N=CN=3)=CC=2Cl)C=1)(C)(C)C. (2) Given the product [Br:37][C:34]1[N:35]=[CH:36][C:31]2[NH:30][C:29]3[N:38]=[CH:39][C:26]([C:13]4[CH:12]=[CH:11][C:10]([CH2:9][N:3]5[C@H:4]([CH3:8])[CH2:5][CH2:6][CH2:7][C@@H:2]5[CH3:1])=[CH:15][CH:14]=4)=[CH:27][C:28]=3[C:32]=2[CH:33]=1, predict the reactants needed to synthesize it. The reactants are: [CH3:1][C@H:2]1[CH2:7][CH2:6][CH2:5][C@@H:4]([CH3:8])[N:3]1[CH2:9][C:10]1[CH:15]=[CH:14][C:13](B2OC(C)(C)C(C)(C)O2)=[CH:12][CH:11]=1.I[C:26]1[CH:39]=[N:38][C:29]2[NH:30][C:31]3[CH:36]=[N:35][C:34]([Br:37])=[CH:33][C:32]=3[C:28]=2[CH:27]=1.